This data is from Forward reaction prediction with 1.9M reactions from USPTO patents (1976-2016). The task is: Predict the product of the given reaction. (1) Given the reactants [CH:1]1([C:4]2[CH:5]=[C:6]([CH:28]=[C:29]([O:32][CH2:33][CH3:34])[C:30]=2I)[CH2:7][N:8]2[CH2:11][C:10]3([CH2:15][C:14]([N:16]4[CH2:21][CH2:20][C:19]([CH3:27])([C:22]([O:24]CC)=[O:23])[CH2:18][CH2:17]4)=[N:13][O:12]3)[CH2:9]2)[CH2:3][CH2:2]1.[C:35]([C:37]1[CH:42]=[CH:41][C:40](B(O)O)=[C:39]([CH3:46])[CH:38]=1)#[N:36], predict the reaction product. The product is: [C:35]([C:37]1[CH:42]=[CH:41][C:40]([C:30]2[C:29]([O:32][CH2:33][CH3:34])=[CH:28][C:6]([CH2:7][N:8]3[CH2:9][C:10]4([CH2:15][C:14]([N:16]5[CH2:17][CH2:18][C:19]([CH3:27])([C:22]([OH:24])=[O:23])[CH2:20][CH2:21]5)=[N:13][O:12]4)[CH2:11]3)=[CH:5][C:4]=2[CH:1]2[CH2:3][CH2:2]2)=[C:39]([CH3:46])[CH:38]=1)#[N:36]. (2) Given the reactants [C:1](Cl)(=[O:3])[CH3:2].[NH2:5][C:6]1[N:11]=[C:10]([CH3:12])[N:9]=[C:8]([C:13]2[N:17]3[N:18]=[CH:19][CH:20]=[CH:21][C:16]3=[N:15][C:14]=2[NH:22][C:23]2[CH:28]=[CH:27][CH:26]=[C:25]([NH2:29])[CH:24]=2)[CH:7]=1.C(N(CC)CC)C, predict the reaction product. The product is: [NH2:5][C:6]1[N:11]=[C:10]([CH3:12])[N:9]=[C:8]([C:13]2[N:17]3[N:18]=[CH:19][CH:20]=[CH:21][C:16]3=[N:15][C:14]=2[NH:22][C:23]2[CH:24]=[C:25]([NH:29][C:1](=[O:3])[CH3:2])[CH:26]=[CH:27][CH:28]=2)[CH:7]=1. (3) Given the reactants [C:1]([NH:4][C@H:5]([C:12]1[CH:17]=[CH:16][CH:15]=[C:14]([F:18])[CH:13]=1)[CH2:6][C:7](OCC)=[O:8])(=[O:3])[CH3:2].[BH4-].[Na+].CO.[OH-].[Na+], predict the reaction product. The product is: [F:18][C:14]1[CH:13]=[C:12]([C@@H:5]([NH:4][C:1](=[O:3])[CH3:2])[CH2:6][CH2:7][OH:8])[CH:17]=[CH:16][CH:15]=1. (4) The product is: [N:11]1([C:14]2[CH:15]=[CH:16][C:17]([NH:20][C:21]3[N:22]=[C:23]([O:30][C:31]4[CH:32]=[C:33]([NH:37][C:38](=[O:41])[CH:39]=[CH2:40])[CH:34]=[CH:35][CH:36]=4)[C:24]4[S:29][CH:28]=[CH:27][C:25]=4[N:26]=3)=[CH:18][CH:19]=2)[CH2:12][CH2:13][NH:8][CH2:9][CH2:10]1. Given the reactants C(OC([N:8]1[CH2:13][CH2:12][N:11]([C:14]2[CH:19]=[CH:18][C:17]([NH:20][C:21]3[N:22]=[C:23]([O:30][C:31]4[CH:36]=[CH:35][CH:34]=[C:33]([NH:37][C:38](=[O:41])[CH:39]=[CH2:40])[CH:32]=4)[C:24]4[S:29][CH:28]=[CH:27][C:25]=4[N:26]=3)=[CH:16][CH:15]=2)[CH2:10][CH2:9]1)=O)(C)(C)C.FC(F)(F)C(O)=O, predict the reaction product. (5) Given the reactants Br[CH2:2][CH2:3][CH:4]1[CH2:6][O:5]1.C(=O)([O-])[O-].[K+].[K+].Cl.[CH3:14][C:15]1[C:20]([CH3:21])=[CH:19][CH:18]=[CH:17][C:16]=1[N:22]1[CH2:27][CH2:26][NH:25][CH2:24][CH2:23]1, predict the reaction product. The product is: [CH3:14][C:15]1[C:20]([CH3:21])=[CH:19][CH:18]=[CH:17][C:16]=1[N:22]1[CH2:23][CH2:24][N:25]([CH2:2][CH2:3][CH:4]2[CH2:6][O:5]2)[CH2:26][CH2:27]1. (6) Given the reactants C([Li])CCC.Cl[CH2:7][CH2:8][CH2:9][C:10]#[CH:11].[CH2:12]([Sn:16](Cl)([CH2:21][CH2:22][CH2:23][CH3:24])[CH2:17][CH2:18][CH2:19][CH3:20])[CH2:13][CH2:14][CH3:15], predict the reaction product. The product is: [CH2:21]([Sn:16]([CH2:12][CH2:13][CH2:14][CH3:15])([CH2:17][CH2:18][CH2:19][CH3:20])[C:7]#[C:8][CH:9]1[CH2:11][CH2:10]1)[CH2:22][CH2:23][CH3:24].